Dataset: Forward reaction prediction with 1.9M reactions from USPTO patents (1976-2016). Task: Predict the product of the given reaction. (1) Given the reactants C[Si](N[Si](C)(C)C)(C)C.[Li][CH2:11][CH2:12][CH2:13]C.[CH2:15]([CH:22]1[CH2:26][O:25][C:24](=[O:27])[N:23]1[C:28](=[O:37])[CH2:29][CH2:30][CH:31]1[CH2:36][CH2:35][CH2:34][CH2:33][CH2:32]1)[C:16]1[CH:21]=[CH:20][CH:19]=[CH:18][CH:17]=1.C(Br)C=C, predict the reaction product. The product is: [CH2:15]([C@H:22]1[CH2:26][O:25][C:24](=[O:27])[N:23]1[C:28](=[O:37])[C@H:29]([CH2:30][CH:31]1[CH2:32][CH2:33][CH2:34][CH2:35][CH2:36]1)[CH2:13][CH:12]=[CH2:11])[C:16]1[CH:17]=[CH:18][CH:19]=[CH:20][CH:21]=1. (2) Given the reactants C([O:3][C:4]([CH:6]1[CH2:13][C:9]2([CH2:12][CH2:11][CH2:10]2)[O:8][N:7]1[C:14](=[O:24])[CH:15]([NH:19][C:20]([O:22][CH3:23])=[O:21])[CH:16]([CH3:18])[CH3:17])=[O:5])C.[OH-].[Li+], predict the reaction product. The product is: [CH3:23][O:22][C:20]([NH:19][CH:15]([CH:16]([CH3:18])[CH3:17])[C:14]([N:7]1[CH:6]([C:4]([OH:5])=[O:3])[CH2:13][C:9]2([CH2:12][CH2:11][CH2:10]2)[O:8]1)=[O:24])=[O:21]. (3) Given the reactants [N+:1]([C:4]1[CH:5]=[C:6]2[C:11](=[O:12])[NH:10][C:8](=[O:9])[C:7]2=[CH:13][CH:14]=1)([O-:3])=[O:2].[C:15]1(P(C2C=CC=CC=2)C2C=CC=CC=2)[CH:20]=CC=C[CH:16]=1.C(O)(C)C.CC(OC(/N=N/C(OC(C)C)=O)=O)C, predict the reaction product. The product is: [CH:15]([N:10]1[C:11](=[O:12])[C:6]2[C:7](=[CH:13][CH:14]=[C:4]([N+:1]([O-:3])=[O:2])[CH:5]=2)[C:8]1=[O:9])([CH3:20])[CH3:16].